From a dataset of Catalyst prediction with 721,799 reactions and 888 catalyst types from USPTO. Predict which catalyst facilitates the given reaction. (1) Reactant: [OH:1][C:2]1[N:7]=[C:6]([SH:8])[N:5]=[C:4]2[NH:9][N:10]=[C:11]([CH3:12])[C:3]=12.[OH-].[Na+].CI.[CH3:17]C(O)=O. Product: [OH:1][C:2]1[N:7]=[C:6]([S:8][CH3:17])[N:5]=[C:4]2[NH:9][N:10]=[C:11]([CH3:12])[C:3]=12. The catalyst class is: 6. (2) Reactant: [NH2:1][CH2:2][C:3]1[CH:4]=[C:5]([CH:16]=[CH:17][CH:18]=1)[CH2:6][CH2:7][C:8]([OH:15])([CH2:12][CH2:13][CH3:14])[CH2:9][CH2:10][CH3:11].N1([CH:24]([NH:29][C:30](=[O:36])[O:31][C:32]([CH3:35])([CH3:34])[CH3:33])[NH:25][C:26](=[O:28])[O-:27])C=CC=N1. Product: [C:32]([O:31][C:30]([NH:29][C:24](=[N:25][C:26](=[O:28])[O:27][C:3]([CH3:4])([CH3:18])[CH3:2])[NH:1][CH2:2][C:3]1[CH:18]=[CH:17][CH:16]=[C:5]([CH2:6][CH2:7][C:8]([OH:15])([CH2:9][CH2:10][CH3:11])[CH2:12][CH2:13][CH3:14])[CH:4]=1)=[O:36])([CH3:33])([CH3:34])[CH3:35]. The catalyst class is: 23. (3) The catalyst class is: 7. Product: [CH3:1][O:2][C:3]1[C:8]2[O:9][CH2:10][O:11][C:7]=2[CH:6]=[C:5]([CH2:12][OH:13])[CH:4]=1. Reactant: [CH3:1][O:2][C:3]1[C:8]2[O:9][CH2:10][O:11][C:7]=2[CH:6]=[C:5]([C:12](OC)=[O:13])[CH:4]=1.Cl.C(OCC)(=O)C.CCCCCC. (4) Reactant: CC1(C)O[C:5](=[CH:7][C:8](=[O:13])[C:9]([O:11][CH3:12])=[O:10])[CH2:4][O:3]1.[NH:15]([C:17]1[C:22]([Cl:23])=[CH:21][CH:20]=[CH:19][N:18]=1)[NH2:16]. Product: [Cl:23][C:22]1[C:17]([N:15]2[C:8]([OH:13])([C:9]([O:11][CH3:12])=[O:10])[CH2:7][C:5]([CH2:4][OH:3])=[N:16]2)=[N:18][CH:19]=[CH:20][CH:21]=1. The catalyst class is: 32. (5) The catalyst class is: 110. Product: [Cl:1][C:2]1[C:9]([CH3:10])=[C:8]([N:18]2[C:17](=[O:22])[CH2:16][C@:15]([CH:12]3[CH2:14][CH2:13]3)([OH:23])[C@@H:19]2[CH2:20][CH3:21])[CH:7]=[CH:6][C:3]=1[C:4]#[N:5]. Reactant: [Cl:1][C:2]1[C:9]([CH3:10])=[C:8](I)[CH:7]=[CH:6][C:3]=1[C:4]#[N:5].[CH:12]1([C@@:15]2([OH:23])[C@H:19]([CH2:20][CH3:21])[NH:18][C:17](=[O:22])[CH2:16]2)[CH2:14][CH2:13]1.C1(P(C2C=CC=CC=2)C2C3OC4C(=CC=CC=4P(C4C=CC=CC=4)C4C=CC=CC=4)C(C)(C)C=3C=CC=2)C=CC=CC=1.C(=O)([O-])[O-].[Cs+].[Cs+]. (6) Reactant: OC(C(F)(F)F)=O.[C:8]([O:27][CH2:28][CH2:29][NH:30][CH2:31][CH2:32][O:33][C:34](=[O:52])[CH2:35][CH2:36][CH2:37][CH2:38][CH2:39][CH2:40][CH2:41]/[CH:42]=[CH:43]\[CH2:44][CH2:45][CH2:46][CH2:47][CH2:48][CH2:49][CH2:50][CH3:51])(=[O:26])[CH2:9][CH2:10][CH2:11][CH2:12][CH2:13][CH2:14][CH2:15]/[CH:16]=[CH:17]\[CH2:18][CH2:19][CH2:20][CH2:21][CH2:22][CH2:23][CH2:24][CH3:25].Cl.[CH3:54][N:55]([CH3:62])[CH2:56][CH2:57][CH2:58][C:59](O)=[O:60].CN(C(ON1N=NC2C=CC=NC1=2)=[N+](C)C)C.F[P-](F)(F)(F)(F)F.CCN(C(C)C)C(C)C. Product: [C:8]([O:27][CH2:28][CH2:29][N:30]([C:59](=[O:60])[CH2:58][CH2:57][CH2:56][N:55]([CH3:62])[CH3:54])[CH2:31][CH2:32][O:33][C:34](=[O:52])[CH2:35][CH2:36][CH2:37][CH2:38][CH2:39][CH2:40][CH2:41]/[CH:42]=[CH:43]\[CH2:44][CH2:45][CH2:46][CH2:47][CH2:48][CH2:49][CH2:50][CH3:51])(=[O:26])[CH2:9][CH2:10][CH2:11][CH2:12][CH2:13][CH2:14][CH2:15]/[CH:16]=[CH:17]\[CH2:18][CH2:19][CH2:20][CH2:21][CH2:22][CH2:23][CH2:24][CH3:25]. The catalyst class is: 2. (7) Reactant: [ClH:1].[CH3:2][O:3][C:4]1[CH:5]=[C:6]([C:14]#[C:15]/[CH:16]=[CH:17]/[C:18]([N:20]2[CH2:25][CH2:24][N:23]([CH2:26][CH2:27][CH2:28][N:29]3[CH2:34][CH2:33][N:32]([C:35](=[O:52])/[CH:36]=[CH:37]/[C:38]#[C:39][C:40]4[CH:45]=[C:44]([O:46][CH3:47])[C:43]([O:48][CH3:49])=[C:42]([O:50][CH3:51])[CH:41]=4)[CH2:31][CH2:30]3)[CH2:22][CH2:21]2)=[O:19])[CH:7]=[C:8]([O:12][CH3:13])[C:9]=1[O:10][CH3:11]. Product: [ClH:1].[ClH:1].[CH3:47][O:46][C:44]1[CH:45]=[C:40]([C:39]#[C:38]/[CH:37]=[CH:36]/[C:35]([N:32]2[CH2:33][CH2:34][N:29]([CH2:28][CH2:27][CH2:26][N:23]3[CH2:22][CH2:21][N:20]([C:18](=[O:19])/[CH:17]=[CH:16]/[C:15]#[C:14][C:6]4[CH:7]=[C:8]([O:12][CH3:13])[C:9]([O:10][CH3:11])=[C:4]([O:3][CH3:2])[CH:5]=4)[CH2:25][CH2:24]3)[CH2:30][CH2:31]2)=[O:52])[CH:41]=[C:42]([O:50][CH3:51])[C:43]=1[O:48][CH3:49]. The catalyst class is: 8. (8) Reactant: N1C=CC=CC=1.[Cl:7][C:8]1[CH:13]=[CH:12][CH:11]=[C:10]([F:14])[C:9]=1[OH:15].[F:16][C:17]([F:30])([F:29])[S:18](O[S:18]([C:17]([F:30])([F:29])[F:16])(=[O:20])=[O:19])(=[O:20])=[O:19]. Product: [F:16][C:17]([F:30])([F:29])[S:18]([O:15][C:9]1[C:10]([F:14])=[CH:11][CH:12]=[CH:13][C:8]=1[Cl:7])(=[O:20])=[O:19]. The catalyst class is: 2.